From a dataset of Forward reaction prediction with 1.9M reactions from USPTO patents (1976-2016). Predict the product of the given reaction. (1) Given the reactants [CH3:1][O:2][C:3]([C:5]1[N:10]=[CH:9][C:8](Br)=[CH:7][N:6]=1)=[O:4].C1C=CC(P(C2C=CC3C(=CC=CC=3)C=2C2C3C(=CC=CC=3)C=CC=2P(C2C=CC=CC=2)C2C=CC=CC=2)C2C=CC=CC=2)=CC=1.C([O-])([O-])=O.[Cs+].[Cs+].[C:64](=[NH:77])([C:71]1[CH:76]=[CH:75][CH:74]=[CH:73][CH:72]=1)[C:65]1[CH:70]=[CH:69][CH:68]=[CH:67][CH:66]=1, predict the reaction product. The product is: [CH3:1][O:2][C:3]([C:5]1[N:10]=[CH:9][C:8]([N:77]=[C:64]([C:65]2[CH:70]=[CH:69][CH:68]=[CH:67][CH:66]=2)[C:71]2[CH:76]=[CH:75][CH:74]=[CH:73][CH:72]=2)=[CH:7][N:6]=1)=[O:4]. (2) Given the reactants Cl[C:2]1[N:3]=[N:4][C:5]([N:8]2[CH2:13][CH2:12][N:11]([CH:14]([CH3:16])[CH3:15])[CH2:10][CH2:9]2)=[CH:6][CH:7]=1.[OH:17][C:18]1[CH:23]=[CH:22][C:21](B(O)O)=[CH:20][CH:19]=1, predict the reaction product. The product is: [CH:14]([N:11]1[CH2:12][CH2:13][N:8]([C:5]2[N:4]=[N:3][C:2]([C:21]3[CH:22]=[CH:23][C:18]([OH:17])=[CH:19][CH:20]=3)=[CH:7][CH:6]=2)[CH2:9][CH2:10]1)([CH3:16])[CH3:15]. (3) Given the reactants [F:1][C:2]1[CH:3]=[N:4][C:5]2[C:10]([C:11]=1[CH2:12][C:13]([C:15]13[CH2:22][CH2:21][C:18]([NH:23]C(=O)OC(C)(C)C)([CH2:19][CH2:20]1)[CH2:17][O:16]3)=[O:14])=[CH:9][C:8]([O:31][CH3:32])=[CH:7][C:6]=2[CH3:33].FC(F)(F)C(O)=O, predict the reaction product. The product is: [NH2:23][C:18]12[CH2:21][CH2:22][C:15]([C:13](=[O:14])[CH2:12][C:11]3[C:10]4[C:5](=[C:6]([CH3:33])[CH:7]=[C:8]([O:31][CH3:32])[CH:9]=4)[N:4]=[CH:3][C:2]=3[F:1])([CH2:20][CH2:19]1)[O:16][CH2:17]2. (4) Given the reactants I[C:2]1[N:22]=[CH:21][C:5]2[N:6]=[CH:7][N:8]([CH2:11][C:12]3[CH:20]=[CH:19][C:15]([C:16]([OH:18])=[O:17])=[CH:14][CH:13]=3)[C:9](=[O:10])[C:4]=2[CH:3]=1.C(N(C(C)C)CC)(C)C.[C:32]1([CH2:38][C:39]#[CH:40])[CH:37]=[CH:36][CH:35]=[CH:34][CH:33]=1, predict the reaction product. The product is: [C:32]1([CH2:38][C:39]#[C:40][C:2]2[N:22]=[CH:21][C:5]3[N:6]=[CH:7][N:8]([CH2:11][C:12]4[CH:20]=[CH:19][C:15]([C:16]([OH:18])=[O:17])=[CH:14][CH:13]=4)[C:9](=[O:10])[C:4]=3[CH:3]=2)[CH:37]=[CH:36][CH:35]=[CH:34][CH:33]=1.